Dataset: Catalyst prediction with 721,799 reactions and 888 catalyst types from USPTO. Task: Predict which catalyst facilitates the given reaction. (1) Product: [CH3:1][O:2][C:3]1[CH:4]=[C:5]2[C:10](=[CH:11][C:12]=1[O:13][CH3:14])[N:9]=[CH:8][CH:7]=[C:6]2[O:15][C:16]1[CH:22]=[CH:21][C:19]([NH:20][C:29]([NH:37][N:38]2[CH2:44][CH2:43][CH2:42][CH2:41][CH2:40][CH2:39]2)=[O:35])=[C:18]([O:23][CH3:24])[CH:17]=1. The catalyst class is: 208. Reactant: [CH3:1][O:2][C:3]1[CH:4]=[C:5]2[C:10](=[CH:11][C:12]=1[O:13][CH3:14])[N:9]=[CH:8][CH:7]=[C:6]2[O:15][C:16]1[CH:22]=[CH:21][C:19]([NH2:20])=[C:18]([O:23][CH3:24])[CH:17]=1.ClC(Cl)(O[C:29](=[O:35])OC(Cl)(Cl)Cl)Cl.[NH2:37][N:38]1[CH2:44][CH2:43][CH2:42][CH2:41][CH2:40][CH2:39]1.C(=O)(O)[O-].[Na+]. (2) Reactant: Cl[CH2:2][C:3]([NH:5][C:6]1[CH:7]=[C:8]([NH:14][C:15]([C:17]2[CH:22]=[CH:21][C:20]([C:23]3[CH:28]=[CH:27][CH:26]=[CH:25][CH:24]=3)=[CH:19][CH:18]=2)=[O:16])[CH:9]=[CH:10][C:11]=1[O:12][CH3:13])=[O:4].[NH:29]1[CH2:34][CH2:33][O:32][CH2:31][CH2:30]1.C(N(CC)CC)C.[I-].[K+]. Product: [CH3:13][O:12][C:11]1[CH:10]=[CH:9][C:8]([NH:14][C:15]([C:17]2[CH:22]=[CH:21][C:20]([C:23]3[CH:28]=[CH:27][CH:26]=[CH:25][CH:24]=3)=[CH:19][CH:18]=2)=[O:16])=[CH:7][C:6]=1[NH:5][C:3](=[O:4])[CH2:2][N:29]1[CH2:34][CH2:33][O:32][CH2:31][CH2:30]1. The catalyst class is: 3. (3) Reactant: [C:1]([O:4][CH2:5][C:6]1[NH:7][CH:8]=[C:9]([O:13][CH2:14][C:15]2[CH:20]=[CH:19][C:18]([O:21][CH3:22])=[CH:17][CH:16]=2)[C:10](=[O:12])[CH:11]=1)(=[O:3])[CH3:2].C(N(CC)CC)C.[F:30][C:31]([F:44])([F:43])[S:32](O[S:32]([C:31]([F:44])([F:43])[F:30])(=[O:34])=[O:33])(=[O:34])=[O:33].O. Product: [C:1]([O:4][CH2:5][C:6]1[CH:11]=[C:10]([O:12][S:32]([C:31]([F:44])([F:43])[F:30])(=[O:34])=[O:33])[C:9]([O:13][CH2:14][C:15]2[CH:16]=[CH:17][C:18]([O:21][CH3:22])=[CH:19][CH:20]=2)=[CH:8][N:7]=1)(=[O:3])[CH3:2]. The catalyst class is: 4.